Dataset: Full USPTO retrosynthesis dataset with 1.9M reactions from patents (1976-2016). Task: Predict the reactants needed to synthesize the given product. (1) Given the product [F:49][CH2:50][CH2:51][NH:52][C:19]([C:12]1[C:13]2=[N:14][CH:15]=[CH:16][CH:17]=[C:18]2[N:10]([CH2:9][C:5]2[C:4]([CH3:22])=[C:3]([O:2][CH3:1])[N:8]=[CH:7][N:6]=2)[CH:11]=1)=[O:21], predict the reactants needed to synthesize it. The reactants are: [CH3:1][O:2][C:3]1[N:8]=[CH:7][N:6]=[C:5]([CH2:9][N:10]2[C:18]3[C:13](=[N:14][CH:15]=[CH:16][CH:17]=3)[C:12]([C:19]([OH:21])=O)=[CH:11]2)[C:4]=1[CH3:22].C(N(CC)CC)C.CCCP1(OP(CCC)(=O)OP(CCC)(=O)O1)=O.Cl.[F:49][CH2:50][CH2:51][NH2:52]. (2) Given the product [O-2:11].[Ca+2:3].[NH2:4][C@H:5]([C:10]([OH:12])=[O:11])[C@H:6]([CH2:8][CH3:9])[CH3:7], predict the reactants needed to synthesize it. The reactants are: O.[O-2].[Ca+2:3].[NH2:4][C@H:5]([C:10]([OH:12])=[O:11])[C@H:6]([CH2:8][CH3:9])[CH3:7]. (3) Given the product [NH:10]1[C:18]2[C:13](=[CH:14][C:15]([CH:19]=[CH:1][C:2](=[O:7])[CH2:3][C:4](=[O:6])[CH3:5])=[CH:16][CH:17]=2)[CH:12]=[CH:11]1, predict the reactants needed to synthesize it. The reactants are: [CH3:1][C:2](=[O:7])[CH2:3][C:4](=[O:6])[CH3:5].[B]=O.[NH:10]1[C:18]2[C:13](=[CH:14][C:15]([CH:19]=O)=[CH:16][CH:17]=2)[CH:12]=[CH:11]1.B(OC(C)C)(OC(C)C)OC(C)C.C(N)CCC.Cl.C(=O)(O)[O-].[Na+]. (4) Given the product [F:1][C:2]1[CH:3]=[C:4]([CH2:17][OH:18])[C:5]2[O:9][C:8]([C:10](=[O:11])[CH3:15])=[CH:7][C:6]=2[CH:16]=1, predict the reactants needed to synthesize it. The reactants are: [F:1][C:2]1[CH:3]=[C:4]([CH2:17][OH:18])[C:5]2[O:9][C:8]([C:10]3([CH3:15])OCC[O:11]3)=[CH:7][C:6]=2[CH:16]=1.Cl. (5) Given the product [C:12]([C:7]1[CH:8]=[C:9]([S:11]([CH:18]([C:20]2[CH:25]=[CH:24][CH:23]=[CH:22][CH:21]=2)[CH3:19])=[O:31])[CH:10]=[C:5]([C:1]([CH3:4])([CH3:3])[CH3:2])[C:6]=1[OH:16])([CH3:15])([CH3:14])[CH3:13], predict the reactants needed to synthesize it. The reactants are: [C:1]([C:5]1[CH:10]=[C:9]([SH:11])[CH:8]=[C:7]([C:12]([CH3:15])([CH3:14])[CH3:13])[C:6]=1[OH:16])([CH3:4])([CH3:3])[CH3:2].Br[CH:18]([C:20]1[CH:25]=[CH:24][CH:23]=[CH:22][CH:21]=1)[CH3:19].ClC1C=C(C=CC=1)C(OO)=[O:31]. (6) Given the product [Cl:12][C:9]1[CH:10]=[CH:11][C:6]([S:5][CH2:4][C:3]([OH:13])=[O:2])=[N:7][CH:8]=1, predict the reactants needed to synthesize it. The reactants are: C[O:2][C:3](=[O:13])[CH2:4][S:5][C:6]1[CH:11]=[CH:10][C:9]([Cl:12])=[CH:8][N:7]=1.O[Li].O.Cl. (7) The reactants are: [F:1][C:2]([F:16])([F:15])[CH2:3][O:4][C:5]1[C:14]2[C:9](=[CH:10][CH:11]=[CH:12][CH:13]=2)[CH:8]=[CH:7][CH:6]=1.[CH2:17]1[S:21](=O)[CH2:20][CH2:19][CH2:18]1.C(OC(C)C)(C)C.[F:30][C:31]([F:55])([S:51]([O-:54])(=[O:53])=[O:52])[CH:32]([O:37][C:38]([C:40]12[CH2:49][CH:44]3[CH2:45][CH:46]([CH2:48][CH:42]([C:43]3=[O:50])[CH2:41]1)[CH2:47]2)=[O:39])[C:33]([F:36])([F:35])[F:34].C([NH+](CC)CC)C. Given the product [F:55][C:31]([F:30])([S:51]([O-:54])(=[O:52])=[O:53])[CH:32]([O:37][C:38]([C:40]12[CH2:49][CH:44]3[CH2:45][CH:46]([CH2:48][CH:42]([C:43]3=[O:50])[CH2:41]1)[CH2:47]2)=[O:39])[C:33]([F:34])([F:36])[F:35].[F:1][C:2]([F:15])([F:16])[CH2:3][O:4][C:5]1[C:14]2[C:9](=[CH:10][CH:11]=[CH:12][CH:13]=2)[C:8]([S+:21]2[CH2:17][CH2:18][CH2:19][CH2:20]2)=[CH:7][CH:6]=1, predict the reactants needed to synthesize it. (8) Given the product [Cl:1][C:2]1[CH:3]=[CH:4][C:5]2[N:6]([C:8]([C:18]3[CH:23]=[CH:22][N:21]=[C:20]([NH:24][C:32](=[O:34])[CH3:33])[CH:19]=3)=[C:9]([C:11]3[CH:16]=[CH:15][CH:14]=[C:13]([CH3:17])[CH:12]=3)[N:10]=2)[N:7]=1, predict the reactants needed to synthesize it. The reactants are: [Cl:1][C:2]1[CH:3]=[CH:4][C:5]2[N:6]([C:8]([C:18]3[CH:23]=[CH:22][N:21]=[C:20]([NH2:24])[CH:19]=3)=[C:9]([C:11]3[CH:16]=[CH:15][CH:14]=[C:13]([CH3:17])[CH:12]=3)[N:10]=2)[N:7]=1.C(N(CC)CC)C.[C:32](Cl)(=[O:34])[CH3:33].C(=O)([O-])O.[Na+]. (9) The reactants are: [C:1]([S:5][CH2:6][O:7][CH3:8])([CH3:4])([CH3:3])[CH3:2].S([O-])(O[O-])(=O)=[O:10].[K+].[K+].[OH2:17]. Given the product [C:1]([S:5]([CH2:6][O:7][CH3:8])(=[O:10])=[O:17])([CH3:4])([CH3:3])[CH3:2], predict the reactants needed to synthesize it.